From a dataset of Forward reaction prediction with 1.9M reactions from USPTO patents (1976-2016). Predict the product of the given reaction. Given the reactants [OH:1]O.[Cl:3][C:4]1[CH:5]=[C:6]2[C:11](=[CH:12][C:13]=1[O:14][CH3:15])[N:10]=[CH:9][CH:8]=[CH:7]2, predict the reaction product. The product is: [Cl:3][C:4]1[CH:5]=[C:6]2[C:11](=[CH:12][C:13]=1[O:14][CH3:15])[N+:10]([O-:1])=[CH:9][CH:8]=[CH:7]2.